From a dataset of Reaction yield outcomes from USPTO patents with 853,638 reactions. Predict the reaction yield, written as a fraction of the theoretical maximum amount of product (1.0 means a 100% yield; for example, 0.34 means a 34% yield). (1) The reactants are Cl[C:2]1[C:11]([Cl:12])=[N:10][C:9]2[C:4](=[CH:5][CH:6]=[CH:7][CH:8]=2)[N:3]=1.[Cl:13][C:14]1[CH:19]=[CH:18][CH:17]=[CH:16][C:15]=1[S:20]([NH2:23])(=[O:22])=[O:21].C(=O)([O-])[O-].[K+].[K+]. The catalyst is CS(C)=O. The product is [Cl:13][C:14]1[CH:19]=[CH:18][CH:17]=[CH:16][C:15]=1[S:20]([NH:23][C:2]1[C:11]([Cl:12])=[N:10][C:9]2[C:4](=[CH:5][CH:6]=[CH:7][CH:8]=2)[N:3]=1)(=[O:22])=[O:21]. The yield is 0.930. (2) The reactants are [O:1]=[O+][O-].CC(C)=[CH:6][CH2:7][C:8]1([C:24]([O:26][CH2:27][CH3:28])=[O:25])[CH2:13][CH2:12][CH2:11][N:10]([C:14]([O:16][CH2:17][C:18]2[CH:23]=[CH:22][CH:21]=[CH:20][CH:19]=2)=[O:15])[CH2:9]1.CSC.C(N(CC)CC)C. The catalyst is C(Cl)Cl. The product is [O:1]=[CH:6][CH2:7][C:8]1([C:24]([O:26][CH2:27][CH3:28])=[O:25])[CH2:13][CH2:12][CH2:11][N:10]([C:14]([O:16][CH2:17][C:18]2[CH:23]=[CH:22][CH:21]=[CH:20][CH:19]=2)=[O:15])[CH2:9]1. The yield is 1.00. (3) The reactants are [O:1]=[C:2]1[C:7]2=[CH:8][CH:9]=[CH:10][N:6]2[N:5]=[C:4]([C@@H:11]([NH:21]C(=O)OC(C)(C)C)[CH2:12][CH2:13][O:14][C:15]2[CH:20]=[CH:19][CH:18]=[CH:17][CH:16]=2)[N:3]1[C:29]1[CH:34]=[CH:33][CH:32]=[CH:31][CH:30]=1.Cl.O1CCOCC1. No catalyst specified. The product is [NH2:21][C@H:11]([C:4]1[N:3]([C:29]2[CH:30]=[CH:31][CH:32]=[CH:33][CH:34]=2)[C:2](=[O:1])[C:7]2=[CH:8][CH:9]=[CH:10][N:6]2[N:5]=1)[CH2:12][CH2:13][O:14][C:15]1[CH:16]=[CH:17][CH:18]=[CH:19][CH:20]=1. The yield is 0.870. (4) The reactants are O[CH:2]=[C:3]1[C:11]2[C:6](=[CH:7][C:8]([C:12]([C:14]3[CH:15]=[C:16]([NH:20][C:21]([C:23]4[N:24]([C:29]([CH3:32])([CH3:31])[CH3:30])[N:25]=[C:26]([CH3:28])[CH:27]=4)=[O:22])[CH:17]=[CH:18][CH:19]=3)=[O:13])=[CH:9][CH:10]=2)[NH:5][C:4]1=[O:33].[NH2:34][C:35]1[CH:36]=[C:37]([OH:41])[CH:38]=[CH:39][CH:40]=1. The catalyst is C1COCC1. The product is [OH:41][C:37]1[CH:36]=[C:35]([NH:34][CH:2]=[C:3]2[C:11]3[C:6](=[CH:7][C:8]([C:12]([C:14]4[CH:15]=[C:16]([NH:20][C:21]([C:23]5[N:24]([C:29]([CH3:31])([CH3:30])[CH3:32])[N:25]=[C:26]([CH3:28])[CH:27]=5)=[O:22])[CH:17]=[CH:18][CH:19]=4)=[O:13])=[CH:9][CH:10]=3)[NH:5][C:4]2=[O:33])[CH:40]=[CH:39][CH:38]=1. The yield is 0.670. (5) The reactants are [NH2:1][C:2]1[CH:10]=[C:9]([O:11][CH3:12])[CH:8]=[C:7]([O:13][CH3:14])[C:3]=1[C:4]([NH2:6])=[O:5].[CH:15]([C:17]1[CH:27]=[CH:26][C:20]([O:21][CH2:22][C:23]([OH:25])=[O:24])=[C:19](C)[CH:18]=1)=O.S([O-])(O)=O.[Na+].O.C1(C)C=CC(S(O)(=O)=O)=CC=1.CN(C)[C:48](=[O:50])C. No catalyst specified. The product is [CH3:14][O:13][C:7]1[CH:8]=[C:9]([O:11][CH3:12])[CH:10]=[C:2]2[C:3]=1[C:4](=[O:5])[NH:6][C:15]([C:17]1[CH:27]=[CH:26][C:20]([O:21][CH2:22][C:23]([OH:25])=[O:24])=[C:19]([O:50][CH3:48])[CH:18]=1)=[N:1]2. The yield is 0.0810. (6) The reactants are [CH2:1](O)[CH2:2][CH2:3][CH2:4][CH2:5][CH2:6][CH2:7][OH:8].[BrH:10].O. The catalyst is C1C=CC=CC=1. The product is [Br:10][CH2:1][CH2:2][CH2:3][CH2:4][CH2:5][CH2:6][CH2:7][OH:8]. The yield is 0.620.